Dataset: Catalyst prediction with 721,799 reactions and 888 catalyst types from USPTO. Task: Predict which catalyst facilitates the given reaction. (1) Reactant: C(OC([NH:8][C@@H:9]1[CH2:14][C@H:13]2[CH2:15][C@@H:10]1[CH2:11][N:12]2[C:16]1[C:28]2[C:27]3[C:22](=[C:23]([N:30](C)[C:31](=O)OC(C)(C)C)[CH:24]=[C:25]([F:29])[CH:26]=3)[NH:21][C:20]=2[N:19]=[C:18]([O:39][C:40]2[CH:41]=[N:42][C:43]([C@H:46]([O:48][P:49]([O:52][CH2:53][CH3:54])([OH:51])=[O:50])[CH3:47])=[N:44][CH:45]=2)[N:17]=1)=O)(C)(C)C. Product: [P:49]([OH:51])([O:52][CH2:53][CH3:54])([O:48][C@@H:46]([C:43]1[N:42]=[CH:41][C:40]([O:39][C:18]2[N:17]=[C:16]([N:12]3[CH2:11][C@H:10]4[CH2:15][C@@H:13]3[CH2:14][C@H:9]4[NH2:8])[C:28]3[C:27]4[C:22](=[C:23]([NH:30][CH3:31])[CH:24]=[C:25]([F:29])[CH:26]=4)[NH:21][C:20]=3[N:19]=2)=[CH:45][N:44]=1)[CH3:47])=[O:50]. The catalyst class is: 55. (2) Reactant: [CH:1]1([O:6]/[N:7]=[C:8](\[C:12]2[CH:17]=[CH:16][C:15]([S:18]([CH3:21])(=[O:20])=[O:19])=[CH:14][CH:13]=2)/[C:9]([OH:11])=O)[CH2:5][CH2:4][CH2:3][CH2:2]1.C(N(CC)C(C)C)(C)C.[NH2:31][C:32]1[S:33][C:34]2[CH:40]=[CH:39][CH:38]=[CH:37][C:35]=2[N:36]=1. Product: [S:33]1[C:34]2[CH:40]=[CH:39][CH:38]=[CH:37][C:35]=2[N:36]=[C:32]1[NH:31][C:9](=[O:11])/[C:8](=[N:7]/[O:6][CH:1]1[CH2:2][CH2:3][CH2:4][CH2:5]1)/[C:12]1[CH:17]=[CH:16][C:15]([S:18]([CH3:21])(=[O:20])=[O:19])=[CH:14][CH:13]=1. The catalyst class is: 2. (3) Product: [CH3:12][N:11]1[C:58](=[O:59])[CH2:57][C@H:9]([C:2]2[CH:3]=[CH:4][CH:5]=[CH:6][CH:7]=2)[C@@H:10]1[C:14]([N:16]1[C@@H:20]([CH2:21][C:22]2[CH:23]=[CH:24][CH:25]=[CH:26][CH:27]=2)[CH2:19][O:18][C:17]1=[O:28])=[O:15]. Reactant: C[C:2]1([C:9]2[C@H:10]([C:14]([N:16]3[C@@H:20]([CH2:21][C:22]4[CH:27]=[CH:26][CH:25]=[CH:24][CH:23]=4)[CH2:19][O:18][C:17]3=[O:28])=[O:15])[NH:11][CH2:12]C=2)[CH2:7][C:6](=O)[CH:5]=[CH:4][CH2:3]1.CC1(C2[C@@H](C(N3[C@@H](CC4C=CC=CC=4)COC3=O)=O)NCC=2)CC(=O)C=CC1.[CH3:57][CH2:58][OH:59]. The catalyst class is: 350. (4) Reactant: [CH2:1]1[C:9]2[C:4](=[CH:5][CH:6]=[CH:7][CH:8]=2)[CH2:3][C:2]1=O.[NH2:11][CH:12]1[CH2:15][N:14]([C:16](=[O:31])[CH2:17][C:18]2[CH:23]=[CH:22][C:21]([O:24][C:25]3[CH:30]=[CH:29][CH:28]=[CH:27][CH:26]=3)=[CH:20][CH:19]=2)[CH2:13]1.C([BH3-])#N.[Na+]. Product: [CH2:1]1[C:9]2[C:4](=[CH:5][CH:6]=[CH:7][CH:8]=2)[CH2:3][CH:2]1[NH:11][CH:12]1[CH2:15][N:14]([C:16](=[O:31])[CH2:17][C:18]2[CH:19]=[CH:20][C:21]([O:24][C:25]3[CH:26]=[CH:27][CH:28]=[CH:29][CH:30]=3)=[CH:22][CH:23]=2)[CH2:13]1. The catalyst class is: 130.